Dataset: Full USPTO retrosynthesis dataset with 1.9M reactions from patents (1976-2016). Task: Predict the reactants needed to synthesize the given product. (1) Given the product [CH3:9][O:10][C:11]1[CH:22]=[CH:21][C:14]([CH2:15][N:16]([CH2:17][CH2:18][O:19][CH3:20])[C:5]([Cl:8])=[O:4])=[CH:13][CH:12]=1, predict the reactants needed to synthesize it. The reactants are: ClC([O:4][C:5]([Cl:8])(Cl)Cl)=O.[CH3:9][O:10][C:11]1[CH:22]=[CH:21][C:14]([CH2:15][NH:16][CH2:17][CH2:18][O:19][CH3:20])=[CH:13][CH:12]=1.C(N(CC)CC)C. (2) The reactants are: [NH2:1][CH2:2][CH2:3][CH2:4][OH:5].[H-].[Na+].Br[C:9]1[CH:14]=[CH:13][CH:12]=[CH:11][N:10]=1. Given the product [N:10]1[CH:11]=[CH:12][CH:13]=[CH:14][C:9]=1[O:5][CH2:4][CH2:3][CH2:2][NH2:1], predict the reactants needed to synthesize it. (3) Given the product [OH:18][CH2:16][CH2:17][C:5]1[O:1][C:2](=[O:22])[CH2:3][CH:4]=1, predict the reactants needed to synthesize it. The reactants are: [O:1]1[CH:5]=[CH:4][CH:3]=[CH:2]1.[Li]CCCC.C[Si](Cl)(C)C.[CH2:16]1[O:18][CH2:17]1.C1C[O:22]CC1. (4) Given the product [NH2:1][C@H:2]1[CH2:7][CH2:6][CH2:32][CH2:5][CH2:4][C@H:3]1[NH:8][C:9]1[N:10]=[N:11][C:12]([C:29]([NH2:31])=[O:30])=[C:13]([NH:15][C:16]2[CH:24]=[CH:23][CH:22]=[C:21]3[C:17]=2[CH:18]=[CH:19][N:20]3[CH2:25][CH2:26][O:27][CH3:28])[N:14]=1, predict the reactants needed to synthesize it. The reactants are: [NH2:1][C@H:2]1[CH2:7][CH2:6][CH2:5][CH2:4][C@H:3]1[NH:8][C:9]1[N:10]=[N:11][C:12]([C:29]([NH2:31])=[O:30])=[C:13]([NH:15][C:16]2[CH:24]=[CH:23][CH:22]=[C:21]3[C:17]=2[CH:18]=[CH:19][N:20]3[CH2:25][CH2:26][O:27][CH3:28])[N:14]=1.[C:32](OC(=O)N[C@H]1CCCCC[C@H]1N)(C)(C)C.C(OC(=O)N[C@H]1CCCC[C@H]1N)(C)(C)C. (5) Given the product [CH3:1][O:2][C:3]1[CH:4]=[CH:5][C:6]([CH:9]2[CH2:14][CH2:13][CH2:12][C:11](=[O:15])[CH2:10]2)=[CH:7][CH:8]=1, predict the reactants needed to synthesize it. The reactants are: [CH3:1][O:2][C:3]1[CH:8]=[CH:7][C:6]([C:9]2[CH2:14][CH2:13][CH2:12][C:11](=[O:15])[CH:10]=2)=[CH:5][CH:4]=1.[H][H].[Cr](O[Cr]([O-])(=O)=O)([O-])(=O)=O.[NH+]1C=CC=CC=1.[NH+]1C=CC=CC=1.FC(F)(F)C([O-])=O.[NH+]1C=CC=CC=1. (6) The reactants are: [OH:1][C@H:2]1[CH2:19][CH2:18][C@@:17]2([CH3:20])[C@@H:4]([CH2:5][CH2:6][C@@H:7]3[C@@H:16]2[CH2:15][CH2:14][C@@:12]2([CH3:13])[C@H:8]3[CH2:9][CH2:10][C:11]2=[O:21])[CH2:3]1.CC(C)=O.OS(O)(=O)=O.O=[Cr](=O)=O.[OH-].[Na+]. Given the product [CH3:13][C@:12]12[CH2:14][CH2:15][C@H:16]3[C@@H:7]([CH2:6][CH2:5][C@@H:4]4[C@:17]3([CH3:20])[CH2:18][CH2:19][C:2](=[O:1])[CH2:3]4)[C@@H:8]1[CH2:9][CH2:10][C:11]2=[O:21], predict the reactants needed to synthesize it. (7) Given the product [Cl:10][C:8]1[CH:9]=[C:4]2[C:3]([C:12]3[CH:13]=[N:14][CH:15]=[N:16][CH:17]=3)=[C:2]([C:22]3[CH:21]=[N:20][C:19]([Cl:18])=[CH:24][CH:23]=3)[NH:11][C:5]2=[N:6][CH:7]=1, predict the reactants needed to synthesize it. The reactants are: I[C:2]1[NH:11][C:5]2=[N:6][CH:7]=[C:8]([Cl:10])[CH:9]=[C:4]2[C:3]=1[C:12]1[CH:13]=[N:14][CH:15]=[N:16][CH:17]=1.[Cl:18][C:19]1[CH:24]=[CH:23][C:22](B(O)O)=[CH:21][N:20]=1.C(=O)([O-])[O-].[K+].[K+]. (8) Given the product [Cl:8][C:7]1[N:6]=[C:5]2[N:9]=[CH:10][CH:11]=[CH:12][C:4]2=[N:3][C:2]=1[NH:22][S:19]([C:13]1[CH:18]=[CH:17][CH:16]=[CH:15][CH:14]=1)(=[O:21])=[O:20], predict the reactants needed to synthesize it. The reactants are: Cl[C:2]1[N:3]=[C:4]2[CH:12]=[CH:11][CH:10]=[N:9][C:5]2=[N:6][C:7]=1[Cl:8].[C:13]1([S:19]([NH2:22])(=[O:21])=[O:20])[CH:18]=[CH:17][CH:16]=[CH:15][CH:14]=1.C([O-])([O-])=O.[K+].[K+]. (9) The reactants are: C([Li])CCC.[F:6][C:7]1[CH:12]=[C:11](I)[CH:10]=[CH:9][N:8]=1.[B:14](OCCCC)([O:20]CCCC)[O:15]CCCC.[OH-].[Na+]. Given the product [F:6][C:7]1[CH:12]=[C:11]([B:14]([OH:20])[OH:15])[CH:10]=[CH:9][N:8]=1, predict the reactants needed to synthesize it.